This data is from CYP3A4 inhibition data for predicting drug metabolism from PubChem BioAssay. The task is: Regression/Classification. Given a drug SMILES string, predict its absorption, distribution, metabolism, or excretion properties. Task type varies by dataset: regression for continuous measurements (e.g., permeability, clearance, half-life) or binary classification for categorical outcomes (e.g., BBB penetration, CYP inhibition). Dataset: cyp3a4_veith. (1) The compound is CCOC(=O)N1CCC(NC(=O)CS(=O)(=O)Cc2nc(-c3cccc(OC)c3)oc2C)CC1. The result is 1 (inhibitor). (2) The molecule is Nc1nc(Br)c2c(F)cccc2c1-c1ccccc1. The result is 1 (inhibitor).